This data is from Full USPTO retrosynthesis dataset with 1.9M reactions from patents (1976-2016). The task is: Predict the reactants needed to synthesize the given product. (1) The reactants are: [Cl:1][C:2]1[N:7]=[C:6]([C:8]#[C:9][CH2:10][CH2:11][CH2:12][CH2:13][OH:14])[C:5]([NH:15]C(=O)OC(C)(C)C)=[CH:4][C:3]=1[F:23].C1CCN2C(=NCCC2)CC1. Given the product [Cl:1][C:2]1[N:7]=[C:6]2[CH:8]=[C:9]([CH2:10][CH2:11][CH2:12][CH2:13][OH:14])[NH:15][C:5]2=[CH:4][C:3]=1[F:23], predict the reactants needed to synthesize it. (2) Given the product [CH:59]1([NH:58][C:52]([C:50]2[CH:49]=[CH:48][C:32]3[N:33]([CH:34]4[CH2:39][CH2:38][CH:37]([O:40][Si:41]([C:44]([CH3:47])([CH3:46])[CH3:45])([CH3:43])[CH3:42])[CH2:36][CH2:35]4)[C:29]([NH:28][C:14]4[C:13]5[C:17](=[CH:18][CH:19]=[C:11]([Br:10])[CH:12]=5)[N:16]([CH2:20][O:21][CH2:22][CH2:23][Si:24]([CH3:25])([CH3:26])[CH3:27])[N:15]=4)=[N:30][C:31]=3[CH:51]=2)=[O:53])[CH2:57][CH2:62][CH2:61][CH2:60]1, predict the reactants needed to synthesize it. The reactants are: C(N(CC)C(C)C)(C)C.[Br:10][C:11]1[CH:12]=[C:13]2[C:17](=[CH:18][CH:19]=1)[N:16]([CH2:20][O:21][CH2:22][CH2:23][Si:24]([CH3:27])([CH3:26])[CH3:25])[N:15]=[C:14]2[NH:28][C:29]1[N:33]([CH:34]2[CH2:39][CH2:38][CH:37]([O:40][Si:41]([C:44]([CH3:47])([CH3:46])[CH3:45])([CH3:43])[CH3:42])[CH2:36][CH2:35]2)[C:32]2[CH:48]=[CH:49][C:50]([C:52](O)=[O:53])=[CH:51][C:31]=2[N:30]=1.[I-].Cl[C:57]1[CH:62]=[CH:61][CH:60]=[CH:59][N+:58]=1C.ON1C2C=CC=CC=2N=N1.C1(N)CCCC1. (3) Given the product [C:1]([C:4]1[CH:17]=[CH:16][CH:15]=[CH:14][C:5]=1[N:6]([CH3:13])[C:7]([CH2:8][NH:9][C:33](=[O:35])[C:29]([CH3:30])([CH3:31])[CH3:32])=[O:12])(=[O:3])[CH3:2], predict the reactants needed to synthesize it. The reactants are: [C:1]([C:4]1[CH:17]=[CH:16][CH:15]=[CH:14][C:5]=1[N:6]([CH3:13])[C:7](=[O:12])[CH2:8][N:9]=[N+]=[N-])(=[O:3])[CH3:2].C(OC(O[C:29]([CH3:32])([CH3:31])[CH3:30])=O)(O[C:29]([CH3:32])([CH3:31])[CH3:30])=O.[C:33](OCC)(=[O:35])C. (4) Given the product [C:22]([C:21]1[CH:24]=[C:17]([C:15]2[S:16][C:12]([C:4]3[C:3]([CH2:1][CH3:2])=[C:8]([CH2:9][CH2:10][N:29]([CH3:30])[CH2:51][CH2:48][C:47]([OH:46])=[O:49])[CH:7]=[CH:6][CH:5]=3)=[CH:13][N:14]=2)[CH:18]=[CH:19][C:20]=1[O:25][CH:26]([CH3:27])[CH3:28])#[N:23], predict the reactants needed to synthesize it. The reactants are: [CH2:1]([C:3]1[C:8]([CH2:9][CH:10]=O)=[CH:7][CH:6]=[CH:5][C:4]=1[C:12]1[S:16][C:15]([C:17]2[CH:18]=[CH:19][C:20]([O:25][CH:26]([CH3:28])[CH3:27])=[C:21]([CH:24]=2)[C:22]#[N:23])=[N:14][CH:13]=1)[CH3:2].[NH2:29][CH2:30]CC(OCC)=O.[C:47]([O:46][BH-]([O:46][C:47](=[O:49])[CH3:48])[O:46][C:47](=[O:49])[CH3:48])(=[O:49])[CH3:48].[Na+].[CH2:51]=O. (5) Given the product [CH2:38]1[C:37]2([CH2:41][O:42][C:24]3([CH2:23][CH2:22][CH:21]([N:11]4[C:10](=[O:28])[C:9]([CH2:8][C:7]5[CH:6]=[CH:5][C:4]([C:29]6[C:30]([C:35]#[N:36])=[CH:31][CH:32]=[CH:33][CH:34]=6)=[CH:3][C:2]=5[F:1])=[C:14]([CH2:15][CH2:16][CH3:17])[N:13]5[N:18]=[CH:19][N:20]=[C:12]45)[CH2:26][CH2:25]3)[O:27][CH2:43]2)[CH2:40][CH2:39]1, predict the reactants needed to synthesize it. The reactants are: [F:1][C:2]1[CH:3]=[C:4]([C:29]2[C:30]([C:35]#[N:36])=[CH:31][CH:32]=[CH:33][CH:34]=2)[CH:5]=[CH:6][C:7]=1[CH2:8][C:9]1[C:10](=[O:28])[N:11]([CH:21]2[CH2:26][CH2:25][C:24](=[O:27])[CH2:23][CH2:22]2)[C:12]2[N:13]([N:18]=[CH:19][N:20]=2)[C:14]=1[CH2:15][CH2:16][CH3:17].[C:37]1([CH2:43]O)([CH2:41][OH:42])[CH2:40][CH2:39][CH2:38]1. (6) Given the product [ClH:12].[N:1]1[CH:6]=[CH:5][CH:4]=[C:3]([S:7]([Cl:19])(=[O:10])=[O:8])[CH:2]=1, predict the reactants needed to synthesize it. The reactants are: [N:1]1[CH:6]=[CH:5][CH:4]=[C:3]([S:7]([OH:10])(=O)=[O:8])[CH:2]=1.P(Cl)(Cl)(Cl)(Cl)[Cl:12].P(Cl)(Cl)([Cl:19])=O. (7) Given the product [Br:19][C:6]1[CH:7]=[CH:8][CH:9]=[C:4]([CH:1]([CH3:3])[CH3:2])[C:5]=1[O:10][CH2:11][O:12][CH2:13][CH2:14][O:15][CH3:16], predict the reactants needed to synthesize it. The reactants are: [CH:1]([C:4]1[CH:9]=[CH:8][CH:7]=[CH:6][C:5]=1[O:10][CH2:11][O:12][CH2:13][CH2:14][O:15][CH3:16])([CH3:3])[CH3:2].N#C[Br:19]. (8) Given the product [Cl:10][C:11]1[CH:12]=[C:13]([C:17]2[N:21]=[C:20]([CH:22]3[CH2:27][N:26]([CH3:1])[CH2:25][CH2:24][N:23]3[C:28]3[N:32]([CH3:33])[C:31]([C:34]4[CH:39]=[CH:38][C:37]([O:40][CH:41]([F:43])[F:42])=[CH:36][CH:35]=4)=[N:30][N:29]=3)[O:19][N:18]=2)[CH:14]=[CH:15][CH:16]=1, predict the reactants needed to synthesize it. The reactants are: [CH:1](O)=O.C=O.C([BH3-])#N.[Na+].[Cl:10][C:11]1[CH:12]=[C:13]([C:17]2[N:21]=[C:20]([CH:22]3[CH2:27][NH:26][CH2:25][CH2:24][N:23]3[C:28]3[N:32]([CH3:33])[C:31]([C:34]4[CH:39]=[CH:38][C:37]([O:40][CH:41]([F:43])[F:42])=[CH:36][CH:35]=4)=[N:30][N:29]=3)[O:19][N:18]=2)[CH:14]=[CH:15][CH:16]=1. (9) Given the product [C:1]([O:5][C:6]([N:8]1[CH2:12][CH2:11][C@H:10]([N:13]([C:14]2[CH:19]=[CH:18][C:17]([N+:20]([O-:22])=[O:21])=[CH:16][N:15]=2)[CH3:25])[CH2:9]1)=[O:7])([CH3:4])([CH3:2])[CH3:3], predict the reactants needed to synthesize it. The reactants are: [C:1]([O:5][C:6]([N:8]1[CH2:12][CH2:11][C@H:10]([NH:13][C:14]2[CH:19]=[CH:18][C:17]([N+:20]([O-:22])=[O:21])=[CH:16][N:15]=2)[CH2:9]1)=[O:7])([CH3:4])([CH3:3])[CH3:2].[H-].[Na+].[CH3:25]I. (10) Given the product [CH2:3]([O:5][C:6](=[O:34])[C:7]([F:32])([F:33])[C@@:8]([C:17]1[C:22]([F:23])=[CH:21][CH:20]=[C:19]([Br:31])[N:18]=1)([NH:10][S@@:11]([C:13]([CH3:16])([CH3:14])[CH3:15])=[O:12])[CH3:9])[CH3:4], predict the reactants needed to synthesize it. The reactants are: [F-].[K+].[CH2:3]([O:5][C:6](=[O:34])[C:7]([F:33])([F:32])[C@@:8]([C:17]1[C:22]([F:23])=[C:21]([Si](CC)(CC)CC)[CH:20]=[C:19]([Br:31])[N:18]=1)([NH:10][S@@:11]([C:13]([CH3:16])([CH3:15])[CH3:14])=[O:12])[CH3:9])[CH3:4].C(O)(=O)C.CN(C=O)C.